Predict the reaction yield, written as a fraction of the theoretical maximum amount of product (1.0 means a 100% yield; for example, 0.34 means a 34% yield). From a dataset of Reaction yield outcomes from USPTO patents with 853,638 reactions. The reactants are [NH2:1][C@@H:2]1[CH2:7][CH2:6][CH2:5][CH2:4][C@@H:3]1[C:8]([NH2:10])=[O:9].[Cl:11][C:12]1[CH:17]=[CH:16][C:15]([S:18](Cl)(=[O:20])=[O:19])=[CH:14][CH:13]=1.C(N(CC)CC)C.Cl. The catalyst is ClCCl.CN(C=O)C. The product is [Cl:11][C:12]1[CH:17]=[CH:16][C:15]([S:18]([NH:1][C@@H:2]2[CH2:7][CH2:6][CH2:5][CH2:4][C@@H:3]2[C:8]([NH2:10])=[O:9])(=[O:20])=[O:19])=[CH:14][CH:13]=1. The yield is 0.530.